Task: Predict which catalyst facilitates the given reaction.. Dataset: Catalyst prediction with 721,799 reactions and 888 catalyst types from USPTO Product: [CH2:14]([O:1][C:2]1[C:3]([CH3:11])=[CH:4][C:5]([C:6]#[N:7])=[CH:8][C:9]=1[CH3:10])[C:15]1[CH:20]=[CH:19][CH:18]=[CH:17][CH:16]=1. The catalyst class is: 3. Reactant: [OH:1][C:2]1[C:9]([CH3:10])=[CH:8][C:5]([C:6]#[N:7])=[CH:4][C:3]=1[CH3:11].[H-].[Na+].[CH2:14](Br)[C:15]1[CH:20]=[CH:19][CH:18]=[CH:17][CH:16]=1.